Dataset: Experimentally validated miRNA-target interactions with 360,000+ pairs, plus equal number of negative samples. Task: Binary Classification. Given a miRNA mature sequence and a target amino acid sequence, predict their likelihood of interaction. (1) The miRNA is hsa-miR-6715a-3p with sequence CCAAACCAGUCGUGCCUGUGG. The protein sequence of the target gene is MAVASTFIPGLNPQNPHYIPGYTGHCPLLRFSVGQTYGQVTGQLLRGPPGLAWPPVHRTLLPPIRPPRSPEVPRESLPVRRGQERLSSSMIPGYTGFVPRAQFIFAKNCSQVWAEALSDFTHLHEKQGSEELPKEAKGRKDTEKDQVPEPEGQLEEPTLEVVEQASPYSMDDRDPRKFFMSGFTGYVPCARFLFGSSFPVLTNQALQEFGQKHSPGSAQDPKHLPPLPRTYPQNLGLLPNYGGYVPGYKFQFGHTFGHLTHDALGLSTFQKQLLA. Result: 1 (interaction). (2) The miRNA is hsa-miR-6882-5p with sequence UACAAGUCAGGAGCUGAAGCAG. The protein sequence of the target gene is MSSLPRRAKVQVQDVVLKDEFSSFSELSSASEEDDKEDSAWEPQKKVPRSRKQPPPKESKPKRMPRVKKNAPQISDGSEVVVVKEELNSSVAIADTALEDRKNKLDTVQTLKTAKTKQKCAAQPHTVRRTKKLKVEEETSKASNLEGESNSSETPSTSTVWGGTCKKEENDDDFTFGQSALKKIKTETYPQGQPVKFPANANSTKEEVEMNWDMVQVLSERTNIEPWVCANIIRLFNDDNTIPFIIRYRKELINNLDADSLREVQQTLEELRAVAKKVHSTIQKIKKEGKMSECLLKAML.... Result: 0 (no interaction). (3) The miRNA is mmu-miR-149-5p with sequence UCUGGCUCCGUGUCUUCACUCCC. Result: 1 (interaction). The protein sequence of the target gene is MLAGRAARTCALLALCLLGSGAQDFGPTRFICTSVPVDADMCAASVAAGGAEELRSNVLQLRETVLQQKETILSQKETIRELTTKLGRCESQSTLDSGPGEARSGGGRKQPGSGKNTMGDLSRTPAAETLSQLGQTLQSLKTRLENLEQYSRLNSSSQTNSLKDLLQSKIDDLERQVLSRVNTLEEGKGGPKNDTEERAKIESALTSLHQRISELEKGQKDNRPGDKFQLTFPLRTNYMYAKVKKSLPEMYAFTVCMWLKSSAAPGVGTPFSYAVPGQANELVLIEWGNNPMEILINDKV.... (4) The miRNA is mmu-miR-665-3p with sequence ACCAGGAGGCUGAGGUCCCU. The protein sequence of the target gene is MEPSPDAEEAHTVREALGRYEAALEGAVRALHEDMQGLQRGVERRVAEALRLAGPLARTVAELQRDNQRLQAQLERLTRQVEALGLATGVSPAPGTPSPPPAATVTDRAPRLGTARFSSHATFSLSGRSPSVEHDEASDLEVRRASNSCILENGHQLDAGPANGSSEVQTSSAQEPPRPRPVSLSLRMPHQPVTAVTRVSEKFSGETSASALSPTSAAIVGGFTPSPSEAISPWTPSPTEKSSSFTRSLSGSGYGAVTAGKRKDSPPLVTPPQSPPSSQPPAMTQAPRQGERRRELVRSQ.... Result: 1 (interaction).